This data is from Full USPTO retrosynthesis dataset with 1.9M reactions from patents (1976-2016). The task is: Predict the reactants needed to synthesize the given product. (1) Given the product [OH2:4].[OH2:11].[ClH:25].[OH:4][C:3]1[NH:5][CH:9]=[N:1][C:2]=1[C:6]([NH2:8])=[O:7], predict the reactants needed to synthesize it. The reactants are: [NH2:1][CH:2]([C:6]([NH2:8])=[O:7])[C:3]([NH2:5])=[O:4].[C:9](O)(=O)C(O)=[O:11].C(OCC)(OCC)OCC.[ClH:25]. (2) Given the product [Cl:1][C:2]1[CH:7]=[CH:6][N:5]=[C:4]2[CH:8]=[C:9]([C:16]3[CH:21]=[CH:20][CH:19]=[CH:18][N:17]=3)[S:10][C:3]=12, predict the reactants needed to synthesize it. The reactants are: [Cl:1][C:2]1[CH:7]=[CH:6][N:5]=[C:4]2[CH:8]=[C:9]([Sn](C)(C)C)[S:10][C:3]=12.Br[C:16]1[CH:21]=[CH:20][CH:19]=[CH:18][N:17]=1.